From a dataset of Full USPTO retrosynthesis dataset with 1.9M reactions from patents (1976-2016). Predict the reactants needed to synthesize the given product. (1) Given the product [CH:1]1([N:4]2[C:8]([C:9]3[CH:10]=[CH:11][CH:12]=[CH:13][CH:14]=3)=[CH:7][N:6]([CH2:17][C:18]([O:20][CH2:21][CH3:22])=[O:19])[C:5]2=[O:15])[CH2:3][CH2:2]1, predict the reactants needed to synthesize it. The reactants are: [CH:1]1([N:4]2[C:8]([C:9]3[CH:14]=[CH:13][CH:12]=[CH:11][CH:10]=3)=[CH:7][NH:6][C:5]2=[O:15])[CH2:3][CH2:2]1.Cl[CH2:17][C:18]([O:20][CH2:21][CH3:22])=[O:19].C(=O)([O-])[O-].[K+].[K+]. (2) Given the product [F:19][C:17]1[CH:18]=[C:9]([S:8][C:6]2[N:5]=[C:4]([NH:21][C:22]3[NH:26][N:25]=[C:24]([CH3:27])[CH:23]=3)[CH:3]=[C:2]([N:38]3[CH2:37][CH2:36][N:35]([CH:32]4[CH2:33][CH2:34][N:29]([CH3:28])[CH2:30][CH2:31]4)[CH2:40][CH2:39]3)[N:7]=2)[CH:10]=[C:11]2[C:16]=1[N:15]=[C:14]([CH3:20])[CH:13]=[CH:12]2, predict the reactants needed to synthesize it. The reactants are: Cl[C:2]1[N:7]=[C:6]([S:8][C:9]2[CH:10]=[C:11]3[C:16](=[C:17]([F:19])[CH:18]=2)[N:15]=[C:14]([CH3:20])[CH:13]=[CH:12]3)[N:5]=[C:4]([NH:21][C:22]2[NH:26][N:25]=[C:24]([CH3:27])[CH:23]=2)[CH:3]=1.[CH3:28][N:29]1[CH2:34][CH2:33][CH:32]([N:35]2[CH2:40][CH2:39][NH:38][CH2:37][CH2:36]2)[CH2:31][CH2:30]1.C(N(C(C)C)CC)(C)C. (3) Given the product [Cl:24][C:23]1[C:22]([O:25][CH3:26])=[CH:21][C:20]([O:27][CH3:28])=[C:19]([Cl:29])[C:18]=1[C:16]1[C:15](=[O:30])[N:14]([CH2:31][CH3:32])[C:12]2[N:13]=[C:8]([NH:7][C@@H:3]3[CH2:4][CH2:5][CH2:6][C@@H:2]3[NH:1][C:42](=[O:45])[CH:43]=[CH2:44])[N:9]=[CH:10][C:11]=2[CH:17]=1, predict the reactants needed to synthesize it. The reactants are: [NH2:1][C@H:2]1[CH2:6][CH2:5][CH2:4][C@H:3]1[NH:7][C:8]1[N:9]=[CH:10][C:11]2[CH:17]=[C:16]([C:18]3[C:23]([Cl:24])=[C:22]([O:25][CH3:26])[CH:21]=[C:20]([O:27][CH3:28])[C:19]=3[Cl:29])[C:15](=[O:30])[N:14]([CH2:31][CH3:32])[C:12]=2[N:13]=1.CCN(C(C)C)C(C)C.[C:42](Cl)(=[O:45])[CH:43]=[CH2:44]. (4) Given the product [Br:21][CH2:8][C:5]1[CH:6]=[CH:7][C:2]([F:1])=[N:3][CH:4]=1, predict the reactants needed to synthesize it. The reactants are: [F:1][C:2]1[CH:7]=[CH:6][C:5]([CH3:8])=[CH:4][N:3]=1.C(Cl)(Cl)(Cl)Cl.C1C(=O)N([Br:21])C(=O)C1. (5) Given the product [CH3:32][C:5]([O:7][C:8]1[CH:13]=[CH:12][C:11]([O:14][CH2:15][CH2:16][CH2:17][N:18]2[C:23](=[O:24])[C:22]3[N:25]([CH3:31])[N:26]=[C:27]([CH2:28][CH2:29][CH3:30])[C:21]=3[N:20]=[CH:19]2)=[CH:10][CH:9]=1)([CH3:6])[C:4]([OH:33])=[O:3], predict the reactants needed to synthesize it. The reactants are: C([O:3][C:4](=[O:33])[C:5]([CH3:32])([O:7][C:8]1[CH:13]=[CH:12][C:11]([O:14][CH2:15][CH2:16][CH2:17][N:18]2[C:23](=[O:24])[C:22]3[N:25]([CH3:31])[N:26]=[C:27]([CH2:28][CH2:29][CH3:30])[C:21]=3[N:20]=[CH:19]2)=[CH:10][CH:9]=1)[CH3:6])C.C(=O)([O-])[O-].[Na+].[Na+].